This data is from Reaction yield outcomes from USPTO patents with 853,638 reactions. The task is: Predict the reaction yield, written as a fraction of the theoretical maximum amount of product (1.0 means a 100% yield; for example, 0.34 means a 34% yield). The reactants are I[C:2]1[N:9]2[C:5]([S:6][C:7]([C:10]3[CH:15]=[CH:14][C:13]([S:16]([N:19]4[CH2:24][CH2:23][O:22][CH2:21][CH2:20]4)(=[O:18])=[O:17])=[CH:12][CH:11]=3)=[N:8]2)=[N:4][CH:3]=1.CC1(C)C(C)(C)OB([C:33]2[CH:34]=[C:35]([C:40]([F:43])([F:42])[F:41])[C:36]([NH2:39])=[N:37][CH:38]=2)O1.C([O-])([O-])=O.[Na+].[Na+]. The catalyst is O1CCOCC1.Cl[Pd](Cl)([P](C1C=CC=CC=1)(C1C=CC=CC=1)C1C=CC=CC=1)[P](C1C=CC=CC=1)(C1C=CC=CC=1)C1C=CC=CC=1. The product is [N:19]1([S:16]([C:13]2[CH:14]=[CH:15][C:10]([C:7]3[S:6][C:5]4=[N:4][CH:3]=[C:2]([C:33]5[CH:34]=[C:35]([C:40]([F:43])([F:42])[F:41])[C:36]([NH2:39])=[N:37][CH:38]=5)[N:9]4[N:8]=3)=[CH:11][CH:12]=2)(=[O:18])=[O:17])[CH2:24][CH2:23][O:22][CH2:21][CH2:20]1. The yield is 0.340.